Dataset: Reaction yield outcomes from USPTO patents with 853,638 reactions. Task: Predict the reaction yield, written as a fraction of the theoretical maximum amount of product (1.0 means a 100% yield; for example, 0.34 means a 34% yield). (1) The reactants are [CH3:1][O:2][C:3](=[O:20])[CH2:4][C:5]([C:7](=[O:19])[N:8]([CH2:16][CH:17]=C)[CH2:9][C:10]1[CH:15]=[CH:14][CH:13]=[CH:12][CH:11]=1)=C. The catalyst is C(Cl)Cl.[Ru]. The product is [CH3:1][O:2][C:3](=[O:20])[CH2:4][C:5]1[C:7](=[O:19])[N:8]([CH2:9][C:10]2[CH:11]=[CH:12][CH:13]=[CH:14][CH:15]=2)[CH2:16][CH:17]=1. The yield is 0.850. (2) The reactants are Cl[C:2]1[N:7]=[C:6]([CH2:8][CH2:9][C:10]2[CH:15]=[CH:14][CH:13]=[CH:12][C:11]=2[C:16]2([C:19]([NH2:21])=[O:20])[CH2:18][CH2:17]2)[C:5]([Cl:22])=[CH:4][N:3]=1.C([O-])([O-])=O.[Cs+].[Cs+].[NH2:29][C:30]1[CH:31]=[CH:32][C:33]([C:36]([F:39])([F:38])[F:37])=[N:34][CH:35]=1.CC1(C)C2C(=C(P(C3C=CC=CC=3)C3C=CC=CC=3)C=CC=2)OC2C(P(C3C=CC=CC=3)C3C=CC=CC=3)=CC=CC1=2. The catalyst is O1CCOCC1.CC([O-])=O.CC([O-])=O.[Pd+2]. The product is [Cl:22][C:5]1[C:6]([CH2:8][CH2:9][C:10]2[CH:15]=[CH:14][CH:13]=[CH:12][C:11]=2[C:16]2([C:19]([NH2:21])=[O:20])[CH2:18][CH2:17]2)=[N:7][C:2]([NH:29][C:30]2[CH:35]=[N:34][C:33]([C:36]([F:39])([F:37])[F:38])=[CH:32][CH:31]=2)=[N:3][CH:4]=1. The yield is 0.300. (3) The catalyst is C1COCC1. The yield is 0.670. The reactants are [NH2:1][C:2]1[CH:7]=[CH:6][C:5]([CH2:8][C:9]([O:11][CH3:12])=[O:10])=[CH:4][C:3]=1[Cl:13].[Br:14][C:15]1[CH:20]=[CH:19][CH:18]=[CH:17][C:16]=1[N:21]=[C:22]=[O:23].CCN(CC)CC. The product is [Br:14][C:15]1[CH:20]=[CH:19][CH:18]=[CH:17][C:16]=1[NH:21][C:22](=[O:23])[NH:1][C:2]1[CH:7]=[CH:6][C:5]([CH2:8][C:9]([O:11][CH3:12])=[O:10])=[CH:4][C:3]=1[Cl:13]. (4) The reactants are [Br:1][C:2]1[CH:3]=[C:4]([CH:8]([N:12]2[CH:16]=[C:15]([C:17]3[C:18]4[CH:25]=[CH:24][N:23]([CH2:26][O:27][CH2:28][CH2:29][Si:30]([CH3:33])([CH3:32])[CH3:31])[C:19]=4[N:20]=[CH:21][N:22]=3)[CH:14]=[N:13]2)[CH2:9][CH:10]=O)[CH:5]=[CH:6][CH:7]=1.CN(C)C(=O)C.C1(P(C2C=CC=CC=2)C2C=CC=CC=2)C=CC=CC=1.Br[C:60](Br)([F:62])[F:61]. The catalyst is C1COCC1.[Zn]. The product is [Br:1][C:2]1[CH:3]=[C:4]([CH:8]([N:12]2[CH:16]=[C:15]([C:17]3[C:18]4[CH:25]=[CH:24][N:23]([CH2:26][O:27][CH2:28][CH2:29][Si:30]([CH3:32])([CH3:31])[CH3:33])[C:19]=4[N:20]=[CH:21][N:22]=3)[CH:14]=[N:13]2)[CH2:9][CH:10]=[C:60]([F:62])[F:61])[CH:5]=[CH:6][CH:7]=1. The yield is 0.400. (5) The reactants are [Cl:1][C:2]1[C:3]([OH:40])=[C:4]([S:9]([N:12]([CH2:24][C:25]2[CH:26]=[C:27]([CH:37]=[CH:38][CH:39]=2)[CH2:28][NH:29]C(=O)OC(C)(C)C)[CH2:13][C:14]2[CH:19]=[CH:18][C:17]([C:20]([F:23])([F:22])[F:21])=[CH:16][CH:15]=2)(=[O:11])=[O:10])[CH:5]=[C:6]([Cl:8])[CH:7]=1.C(O)(C(F)(F)F)=O. The catalyst is C(Cl)Cl. The product is [NH2:29][CH2:28][C:27]1[CH:26]=[C:25]([CH:39]=[CH:38][CH:37]=1)[CH2:24][N:12]([CH2:13][C:14]1[CH:15]=[CH:16][C:17]([C:20]([F:21])([F:23])[F:22])=[CH:18][CH:19]=1)[S:9]([C:4]1[CH:5]=[C:6]([Cl:8])[CH:7]=[C:2]([Cl:1])[C:3]=1[OH:40])(=[O:10])=[O:11]. The yield is 0.860.